From a dataset of Reaction yield outcomes from USPTO patents with 853,638 reactions. Predict the reaction yield, written as a fraction of the theoretical maximum amount of product (1.0 means a 100% yield; for example, 0.34 means a 34% yield). (1) The reactants are [Cl:1][C:2]1[C:3]([F:45])=[C:4]([C@@H:8]2[C@:12]([C:15]3[CH:20]=[CH:19][C:18]([Cl:21])=[CH:17][C:16]=3[F:22])([C:13]#[N:14])[C@H:11]([CH2:23][C:24]([CH3:27])([CH3:26])[CH3:25])[NH:10][C@H:9]2[C:28]([NH:30][C:31]2[CH:39]=[CH:38][C:34]([C:35]([OH:37])=[O:36])=[CH:33][C:32]=2[O:40][C:41](F)(F)F)=[O:29])[CH:5]=[CH:6][CH:7]=1.[CH:46]1([CH:50]=O)[CH2:49][CH2:48][CH2:47]1.[CH3:52]C(O)=O. The catalyst is C(Cl)Cl. The product is [CH3:52][O:37][C:35](=[O:36])[C:34]1[CH:38]=[CH:39][C:31]([N:30]2[C:28](=[O:29])[C@H:9]3[C@H:8]([C:4]4[CH:5]=[CH:6][CH:7]=[C:2]([Cl:1])[C:3]=4[F:45])[C@:12]([C:15]4[CH:20]=[CH:19][C:18]([Cl:21])=[CH:17][C:16]=4[F:22])([C:13]#[N:14])[C@H:11]([CH2:23][C:24]([CH3:26])([CH3:27])[CH3:25])[N:10]3[C@@H:50]2[CH:46]2[CH2:49][CH2:48][CH2:47]2)=[C:32]([O:40][CH3:41])[CH:33]=1. The yield is 0.947. (2) The reactants are C[O:2][C:3]([C:5]1[C:10]([Cl:11])=[C:9]([NH2:12])[N:8]=[C:7]([C:13]2[CH:18]=[CH:17][C:16]([Cl:19])=[C:15]([O:20][CH3:21])[C:14]=2[F:22])[N:6]=1)=[O:4].[OH-].[Na+].Cl. The catalyst is CO. The product is [NH2:12][C:9]1[N:8]=[C:7]([C:13]2[CH:18]=[CH:17][C:16]([Cl:19])=[C:15]([O:20][CH3:21])[C:14]=2[F:22])[N:6]=[C:5]([C:3]([OH:4])=[O:2])[C:10]=1[Cl:11]. The yield is 0.667. (3) The reactants are C([N:4]1[C@@H:8]([C:9]2[CH:14]=[CH:13][C:12]([Cl:15])=[C:11]([N+:16]([O-:18])=[O:17])[CH:10]=2)[CH2:7][CH2:6][C@@H:5]1[C:19]1[CH:24]=[CH:23][C:22]([Cl:25])=[C:21]([N+:26]([O-:28])=[O:27])[CH:20]=1)C=C.O. The catalyst is C(#N)C.C1C=CC(P(C2C=CC=CC=2)C2C=CC=CC=2)=CC=1.C1C=CC(P(C2C=CC=CC=2)C2C=CC=CC=2)=CC=1.C1C=CC(P(C2C=CC=CC=2)C2C=CC=CC=2)=CC=1.[Cl-].[Rh]. The product is [Cl:15][C:12]1[CH:13]=[CH:14][C:9]([C@H:8]2[CH2:7][CH2:6][C@H:5]([C:19]3[CH:24]=[CH:23][C:22]([Cl:25])=[C:21]([N+:26]([O-:28])=[O:27])[CH:20]=3)[NH:4]2)=[CH:10][C:11]=1[N+:16]([O-:18])=[O:17]. The yield is 0.740. (4) The reactants are [CH3:1][C:2]1[NH:3][C:4]([NH2:7])=[N:5][N:6]=1.O=[C:9]1[CH2:12][CH:11]([C:13]([O:15][CH2:16][CH3:17])=[O:14])[CH2:10]1.C(O[BH-](OC(=O)C)OC(=O)C)(=O)C.[Na+]. The catalyst is C(O)(=O)C. The product is [CH3:1][C:2]1[NH:3][C:4]([NH:7][CH:9]2[CH2:12][CH:11]([C:13]([O:15][CH2:16][CH3:17])=[O:14])[CH2:10]2)=[N:5][N:6]=1. The yield is 0.620. (5) The product is [OH:13][C:3]1[CH:4]=[C:5]([CH:8]=[C:9]([N+:10]([O-:12])=[O:11])[C:2]=1[OH:1])[CH:6]=[O:7]. The yield is 0.673. The catalyst is CCOC(C)=O. The reactants are [OH:1][C:2]1[C:9]([N+:10]([O-:12])=[O:11])=[CH:8][C:5]([CH:6]=[O:7])=[CH:4][C:3]=1[O:13]C.[Cl-].[Al+3].[Cl-].[Cl-].N1C=CC=CC=1. (6) The reactants are Cl[C:2]1[C:7]([C:8]#[N:9])=[C:6]([Cl:10])[N:5]=[C:4]([S:11][CH3:12])[N:3]=1.[CH3:13][O:14][C:15]1[CH:16]=[C:17]([CH:19]=[C:20]([O:22][CH3:23])[CH:21]=1)[NH2:18].CCN(C(C)C)C(C)C. The catalyst is C1COCC1.O. The product is [Cl:10][C:6]1[C:7]([C:8]#[N:9])=[C:2]([NH:18][C:17]2[CH:19]=[C:20]([O:22][CH3:23])[CH:21]=[C:15]([O:14][CH3:13])[CH:16]=2)[N:3]=[C:4]([S:11][CH3:12])[N:5]=1. The yield is 0.890. (7) The reactants are [O:1]1[CH2:6][CH2:5][CH2:4][CH2:3][CH:2]1[O:7][NH:8][C:9]([C:11]1[CH:12]=[N:13][C:14]([N:17]2[CH2:29][CH2:28][C:27]3[C:26]4[C:21](=[CH:22][CH:23]=[CH:24][CH:25]=4)[NH:20][C:19]=3[CH2:18]2)=[N:15][CH:16]=1)=[O:10].[H-].[Na+].[C:32](Cl)(=[O:34])[CH3:33]. The catalyst is CN(C=O)C. The product is [O:1]1[CH2:6][CH2:5][CH2:4][CH2:3][CH:2]1[O:7][NH:8][C:9]([C:11]1[CH:12]=[N:13][C:14]([N:17]2[CH2:29][CH2:28][C:27]3[C:26]4[C:21](=[CH:22][CH:23]=[CH:24][CH:25]=4)[N:20]([C:32](=[O:34])[CH3:33])[C:19]=3[CH2:18]2)=[N:15][CH:16]=1)=[O:10]. The yield is 0.600.